This data is from Forward reaction prediction with 1.9M reactions from USPTO patents (1976-2016). The task is: Predict the product of the given reaction. (1) Given the reactants [OH:1][C:2]1[CH:25]=[CH:24][C:5]2[C:6]([CH2:9][CH2:10][CH:11]3[CH2:16][CH2:15][N:14]([C:17]([O:19][C:20]([CH3:23])([CH3:22])[CH3:21])=[O:18])[CH2:13][CH2:12]3)=[N:7][O:8][C:4]=2[C:3]=1[CH2:26][OH:27].C(=O)([O-])[O-].[K+].[K+].[C:34]([C:36]1[CH:43]=[CH:42][C:39]([CH2:40]Br)=[CH:38][CH:37]=1)#[N:35], predict the reaction product. The product is: [C:34]([C:36]1[CH:43]=[CH:42][C:39]([CH2:40][O:1][C:2]2[CH:25]=[CH:24][C:5]3[C:6]([CH2:9][CH2:10][CH:11]4[CH2:16][CH2:15][N:14]([C:17]([O:19][C:20]([CH3:23])([CH3:22])[CH3:21])=[O:18])[CH2:13][CH2:12]4)=[N:7][O:8][C:4]=3[C:3]=2[CH2:26][OH:27])=[CH:38][CH:37]=1)#[N:35]. (2) Given the reactants [CH3:1][C:2]1[CH:20]=[CH:19][CH:18]=[CH:17][C:3]=1[CH2:4][C:5]1([C:9]([C:11]2[CH:16]=[CH:15][CH:14]=[CH:13][N:12]=2)=[O:10])[CH2:8][CH2:7][CH2:6]1.[BH4-].[Na+], predict the reaction product. The product is: [CH3:1][C:2]1[CH:20]=[CH:19][CH:18]=[CH:17][C:3]=1[CH2:4][C:5]1([CH:9]([C:11]2[CH:16]=[CH:15][CH:14]=[CH:13][N:12]=2)[OH:10])[CH2:6][CH2:7][CH2:8]1. (3) Given the reactants C[O:2][C:3](=[O:43])[C:4]1[CH:9]=[CH:8][C:7]([O:10][C:11]2[CH:16]=[CH:15][C:14]([CH2:17][C@H:18]([NH:34][C:35](=[O:42])[CH2:36][CH2:37][CH2:38][C:39](O)=[O:40])[C:19]3[N:20]([CH2:32][CH3:33])[CH:21]=[C:22]([C:24]4[CH:29]=[CH:28][C:27]([Cl:30])=[CH:26][C:25]=4[Cl:31])[N:23]=3)=[CH:13][CH:12]=2)=[CH:6][CH:5]=1.[F:44][C:45]1[CH:46]=[C:47]([CH:50]=[CH:51][CH:52]=1)[CH2:48][NH2:49], predict the reaction product. The product is: [Cl:31][C:25]1[CH:26]=[C:27]([Cl:30])[CH:28]=[CH:29][C:24]=1[C:22]1[N:23]=[C:19]([C@@H:18]([NH:34][C:35](=[O:42])[CH2:36][CH2:37][CH2:38][C:39](=[O:40])[NH:49][CH2:48][C:47]2[CH:50]=[CH:51][CH:52]=[C:45]([F:44])[CH:46]=2)[CH2:17][C:14]2[CH:13]=[CH:12][C:11]([O:10][C:7]3[CH:8]=[CH:9][C:4]([C:3]([OH:2])=[O:43])=[CH:5][CH:6]=3)=[CH:16][CH:15]=2)[N:20]([CH2:32][CH3:33])[CH:21]=1. (4) Given the reactants [NH2:1][C:2]1[CH:3]=[N:4][C:5]2[C:10]([C:11]=1[NH:12][CH2:13][C:14]([NH:17][S:18]([CH3:21])(=[O:20])=[O:19])([CH3:16])[CH3:15])=[CH:9][CH:8]=[C:7]([O:22][CH2:23][C:24]1[CH:29]=[CH:28][CH:27]=[CH:26][CH:25]=1)[CH:6]=2.C(OC(=O)NCCCCNC1C2C(=[CH:47][C:48]([O:52][CH2:53][C:54]3C=CC=CC=3)=CC=2)N=CC=1N)(C)(C)C.C(OCC(Cl)=O)C.COCCC(Cl)=O, predict the reaction product. The product is: [CH2:23]([O:22][C:7]1[CH:8]=[CH:9][C:10]2[C:11]3[N:12]([CH2:13][C:14]([NH:17][S:18]([CH3:21])(=[O:19])=[O:20])([CH3:16])[CH3:15])[C:47]([CH2:48][O:52][CH2:53][CH3:54])=[N:1][C:2]=3[CH:3]=[N:4][C:5]=2[CH:6]=1)[C:24]1[CH:25]=[CH:26][CH:27]=[CH:28][CH:29]=1. (5) Given the reactants [CH2:1]([C:3]1[CH:8]=[CH:7][C:6]([C:9]2[C:13]3[C:14]([CH3:21])=[C:15]([NH2:20])[C:16]([CH3:19])=[C:17]([CH3:18])[C:12]=3[O:11][CH:10]=2)=[CH:5][CH:4]=1)[CH3:2], predict the reaction product. The product is: [CH2:1]([C:3]1[CH:8]=[CH:7][C:6]([CH:9]2[C:13]3[C:14]([CH3:21])=[C:15]([NH2:20])[C:16]([CH3:19])=[C:17]([CH3:18])[C:12]=3[O:11][CH2:10]2)=[CH:5][CH:4]=1)[CH3:2]. (6) Given the reactants [F:1][C:2]([F:26])([F:25])[C@H:3]([N:12]1[CH2:16][CH2:15][C@H:14]([NH:17][C:18](=[O:24])[O:19][C:20]([CH3:23])([CH3:22])[CH3:21])[CH2:13]1)[C:4]1[CH:5]=[N:6][C:7]([NH:10][NH2:11])=[CH:8][CH:9]=1.[F:27][C:28]1[CH:29]=[C:30]2[C:35](=[C:36]([O:38][CH2:39][CH2:40][CH2:41][O:42][CH3:43])[CH:37]=1)[N:34]=[C:33]([CH:44]=O)[CH:32]=[CH:31]2.C(O)C.C(O)(=O)C.C(O)(=O)C.I(C1C=CC=CC=1)=O.C(=O)(O)[O-].[Na+], predict the reaction product. The product is: [F:26][C:2]([F:25])([F:1])[C@H:3]([N:12]1[CH2:16][CH2:15][C@H:14]([NH:17][C:18](=[O:24])[O:19][C:20]([CH3:22])([CH3:23])[CH3:21])[CH2:13]1)[C:4]1[CH:9]=[CH:8][C:7]2[N:6]([C:44]([C:33]3[CH:32]=[CH:31][C:30]4[C:35](=[C:36]([O:38][CH2:39][CH2:40][CH2:41][O:42][CH3:43])[CH:37]=[C:28]([F:27])[CH:29]=4)[N:34]=3)=[N:11][N:10]=2)[CH:5]=1.